Predict the reaction yield, written as a fraction of the theoretical maximum amount of product (1.0 means a 100% yield; for example, 0.34 means a 34% yield). From a dataset of Reaction yield outcomes from USPTO patents with 853,638 reactions. (1) The reactants are [NH:1]1[CH:5]=[CH:4][C:3]([NH:6][C:7]2[O:8][CH2:9][C:10](=[O:17])[C:11]=2[C:12]([O:14][CH2:15][CH3:16])=[O:13])=[N:2]1.[NH:18]1[C:26]2[C:21](=[CH:22][CH:23]=[CH:24][N:25]=2)[C:20]([CH:27]=O)=[CH:19]1.N1CCC[C@H]1C(O)=O. The catalyst is C(O)C. The product is [NH:18]1[C:26]2=[N:25][CH:24]=[CH:23][CH:22]=[C:21]2[C:20]([CH:27]=[C:9]2[O:8][C:7]([NH:6][C:3]3[CH:4]=[CH:5][NH:1][N:2]=3)=[C:11]([C:12]([O:14][CH2:15][CH3:16])=[O:13])[C:10]2=[O:17])=[CH:19]1. The yield is 0.350. (2) The reactants are [O:1]=[S:2]1(=[O:33])[C:8]2[CH:9]=[C:10]([O:15][CH3:16])[C:11]([S:13][CH3:14])=[CH:12][C:7]=2[N:6]([C:17]2[CH:22]=[CH:21][C:20]([Cl:23])=[CH:19][CH:18]=2)[C:5](=O)[C:4]([CH2:29][CH2:30][CH2:31][CH3:32])([CH2:25][CH2:26][CH2:27][CH3:28])[CH2:3]1.[H-].[H-].[H-].[H-].[Li+].[Al+3]. The catalyst is CCOCC. The product is [O:33]=[S:2]1(=[O:1])[C:8]2[CH:9]=[C:10]([O:15][CH3:16])[C:11]([S:13][CH3:14])=[CH:12][C:7]=2[N:6]([C:17]2[CH:22]=[CH:21][C:20]([Cl:23])=[CH:19][CH:18]=2)[CH2:5][C:4]([CH2:29][CH2:30][CH2:31][CH3:32])([CH2:25][CH2:26][CH2:27][CH3:28])[CH2:3]1. The yield is 0.680.